This data is from Full USPTO retrosynthesis dataset with 1.9M reactions from patents (1976-2016). The task is: Predict the reactants needed to synthesize the given product. (1) Given the product [CH3:14][C:13]([C:4]1[CH:5]=[C:6]([Cl:7])[CH:1]=[CH:2][C:3]=1[Cl:8])=[O:15], predict the reactants needed to synthesize it. The reactants are: [CH:1]1[C:6]([Cl:7])=[CH:5][CH:4]=[C:3]([Cl:8])[CH:2]=1.[Al+3].[Cl-].[Cl-].[Cl-].[C:13](Cl)(=[O:15])[CH3:14]. (2) Given the product [CH2:27]([O:29][CH2:30][CH2:31][NH:32][C:4]([C:6]1[S:7][C:8]([C:18]2[CH:19]=[CH:20][C:21]([Cl:24])=[CH:22][CH:23]=2)=[C:9]([C:11]2[CH:16]=[CH:15][C:14]([Cl:17])=[CH:13][CH:12]=2)[N:10]=1)=[O:5])[CH3:28], predict the reactants needed to synthesize it. The reactants are: C(O[C:4]([C:6]1[S:7][C:8]([C:18]2[CH:23]=[CH:22][C:21]([Cl:24])=[CH:20][CH:19]=2)=[C:9]([C:11]2[CH:16]=[CH:15][C:14]([Cl:17])=[CH:13][CH:12]=2)[N:10]=1)=[O:5])C.CO.[CH2:27]([O:29][CH2:30][CH2:31][NH2:32])[CH3:28]. (3) Given the product [C:29]([CH2:30][CH2:31][O:21][N:20]=[CH:19][C:4]1[C:3]([S:22]([CH3:24])=[O:23])=[C:2]([NH2:1])[N:6]([C:7]2[C:12]([Cl:13])=[CH:11][C:10]([C:14]([F:17])([F:16])[F:15])=[CH:9][C:8]=2[Cl:18])[N:5]=1)#[N:32], predict the reactants needed to synthesize it. The reactants are: [NH2:1][C:2]1[N:6]([C:7]2[C:12]([Cl:13])=[CH:11][C:10]([C:14]([F:17])([F:16])[F:15])=[CH:9][C:8]=2[Cl:18])[N:5]=[C:4]([CH:19]=[N:20][OH:21])[C:3]=1[S:22]([CH3:24])=[O:23].[O-]CC.[Na+].[C:29](#[N:32])[CH:30]=[CH2:31]. (4) Given the product [Cl:1][C:2]1[CH:17]=[CH:16][C:15]([C@H:18]2[C@H:23]([O:24][CH2:25][C:26]3[CH:31]=[CH:30][CH:29]=[CH:28][CH:27]=3)[C@@H:22]([O:32][CH2:33][C:34]3[CH:39]=[CH:38][CH:37]=[CH:36][CH:35]=3)[C@H:21]([O:40][CH2:41][C:42]3[CH:43]=[CH:44][CH:45]=[CH:46][CH:47]=3)[C@@H:20]([CH2:48][O:49][CH2:50][C:51]3[CH:52]=[CH:53][CH:54]=[CH:55][CH:56]=3)[O:19]2)=[CH:14][C:3]=1[CH2:4][C:5]1[N:10]=[N:9][C:8]([C:57]([NH:59][NH:60][CH:86]=[O:87])=[O:58])=[CH:7][CH:6]=1, predict the reactants needed to synthesize it. The reactants are: [Cl:1][C:2]1[CH:17]=[CH:16][C:15]([C@H:18]2[C@H:23]([O:24][CH2:25][C:26]3[CH:31]=[CH:30][CH:29]=[CH:28][CH:27]=3)[C@@H:22]([O:32][CH2:33][C:34]3[CH:39]=[CH:38][CH:37]=[CH:36][CH:35]=3)[C@H:21]([O:40][CH2:41][C:42]3[CH:47]=[CH:46][CH:45]=[CH:44][CH:43]=3)[C@@H:20]([CH2:48][O:49][CH2:50][C:51]3[CH:56]=[CH:55][CH:54]=[CH:53][CH:52]=3)[O:19]2)=[CH:14][C:3]=1[CH2:4][C:5]1[N:10]=[N:9][C:8](C(O)=O)=[CH:7][CH:6]=1.[CH:57]([NH:59][NH2:60])=[O:58].CCN=C=NCCCN(C)C.O.ON1C2C=CC=CC=2N=N1.CN1CC[O:87][CH2:86]C1. (5) Given the product [Cl:1][C:2]1[CH:15]=[CH:14][C:5]2[CH:6]([CH2:12][CH3:13])[NH:7][NH:8][S:9](=[O:11])(=[O:10])[C:4]=2[C:3]=1[Cl:16], predict the reactants needed to synthesize it. The reactants are: [Cl:1][C:2]1[CH:15]=[CH:14][C:5]2[C:6]([CH2:12][CH3:13])=[N:7][NH:8][S:9](=[O:11])(=[O:10])[C:4]=2[C:3]=1[Cl:16].